Dataset: Reaction yield outcomes from USPTO patents with 853,638 reactions. Task: Predict the reaction yield, written as a fraction of the theoretical maximum amount of product (1.0 means a 100% yield; for example, 0.34 means a 34% yield). (1) The reactants are [Si]([O:18][CH:19]1[CH2:22][N:21]([C:23]2[O:24][CH:25]=[C:26]([C:28](=[O:48])[NH:29][C@@H:30]3[CH2:34][CH2:33][N:32]([C:35]([O:37][CH2:38][C:39]4[CH:44]=[CH:43][C:42]([N+:45]([O-:47])=[O:46])=[CH:41][CH:40]=4)=[O:36])[CH2:31]3)[N:27]=2)[CH2:20]1)(C(C)(C)C)(C1C=CC=CC=1)C1C=CC=CC=1.C(O)(=O)C.[F-].C([N+](CCCC)(CCCC)CCCC)CCC. The catalyst is O1CCCC1. The product is [OH:18][CH:19]1[CH2:20][N:21]([C:23]2[O:24][CH:25]=[C:26]([C:28](=[O:48])[NH:29][C@@H:30]3[CH2:34][CH2:33][N:32]([C:35]([O:37][CH2:38][C:39]4[CH:44]=[CH:43][C:42]([N+:45]([O-:47])=[O:46])=[CH:41][CH:40]=4)=[O:36])[CH2:31]3)[N:27]=2)[CH2:22]1. The yield is 0.970. (2) The reactants are [C:1](Cl)(=[O:4])[CH:2]=[CH2:3].[C:6]1([CH3:12])[CH:11]=[CH:10]C=C[CH:7]=1.C1CC=CC=1.[C:18]([NH2:22])([CH3:21])([CH3:20])[CH3:19]. The catalyst is O.C(OCC)(=O)C. The product is [C:18]([NH:22][C:1]([CH:2]1[CH2:12][CH:6]2[CH2:7][CH:3]1[CH:10]=[CH:11]2)=[O:4])([CH3:21])([CH3:20])[CH3:19]. The yield is 0.268. (3) The reactants are [Si:1]([O:8][CH2:9][CH2:10][N:11]1[CH:15]=[C:14]([NH2:16])[CH:13]=[N:12]1)([C:4]([CH3:7])([CH3:6])[CH3:5])([CH3:3])[CH3:2].Br[C:18]1[C:19](=[O:26])[N:20]([CH3:25])[CH:21]=[C:22]([Br:24])[N:23]=1.C(=O)([O-])[O-].[Cs+].[Cs+].CC1(C)C2C(=C(P(C3C=CC=CC=3)C3C=CC=CC=3)C=CC=2)OC2C(P(C3C=CC=CC=3)C3C=CC=CC=3)=CC=CC1=2. The catalyst is C1C=CC(/C=C/C(/C=C/C2C=CC=CC=2)=O)=CC=1.C1C=CC(/C=C/C(/C=C/C2C=CC=CC=2)=O)=CC=1.C1C=CC(/C=C/C(/C=C/C2C=CC=CC=2)=O)=CC=1.[Pd].[Pd].O1CCOCC1. The product is [Br:24][C:22]1[N:23]=[C:18]([NH:16][C:14]2[CH:13]=[N:12][N:11]([CH2:10][CH2:9][O:8][Si:1]([C:4]([CH3:7])([CH3:5])[CH3:6])([CH3:3])[CH3:2])[CH:15]=2)[C:19](=[O:26])[N:20]([CH3:25])[CH:21]=1. The yield is 0.510. (4) The reactants are [N:1]1(C(N2C=CN=C2)N)C=CN=[CH:2]1.[NH2:13][C:14]1[C:23]([OH:24])=[CH:22][C:21]([CH3:25])=[CH:20][C:15]=1[C:16]([O:18][CH3:19])=[O:17]. The catalyst is C1COCC1. The product is [NH2:1][C:2]1[O:24][C:23]2[C:14](=[C:15]([C:16]([O:18][CH3:19])=[O:17])[CH:20]=[C:21]([CH3:25])[CH:22]=2)[N:13]=1. The yield is 0.450. (5) The product is [Br:15][C:16]1[CH:17]=[C:18]([CH:22]=[C:23]([C:25]([F:28])([F:27])[F:26])[CH:24]=1)[C:19]([N:10]([CH2:9][C@H:8]([C:5]1[CH:4]=[CH:3][C:2]([F:1])=[CH:7][CH:6]=1)[CH2:12][CH:13]=[CH2:14])[CH3:11])=[O:21]. The yield is 0.680. The catalyst is CN(C=O)C. The reactants are [F:1][C:2]1[CH:7]=[CH:6][C:5]([C@H:8]([CH2:12][CH:13]=[CH2:14])[CH2:9][NH:10][CH3:11])=[CH:4][CH:3]=1.[Br:15][C:16]1[CH:17]=[C:18]([CH:22]=[C:23]([C:25]([F:28])([F:27])[F:26])[CH:24]=1)[C:19]([OH:21])=O.CN(C(ON1N=NC2C=CC=CC1=2)=[N+](C)C)C.[B-](F)(F)(F)F.CCN(C(C)C)C(C)C. (6) The reactants are [N:1]1[CH:6]=[CH:5]N=C[C:2]=1[C:7](N)=[O:8].[C:10]1([CH2:16][C@H:17]([NH:21][C:22]([C:24]2[CH:29]=[N:28][CH:27]=[CH:26][N:25]=2)=[O:23])[C:18]([OH:20])=O)[CH:15]=[CH:14][CH:13]=[CH:12][CH:11]=1.CN(C(ON1N=NC2C=CC=NC1=2)=[N+](C)C)C.F[P-](F)(F)(F)(F)F.Cl.C[C@]12[C@H]3C[C@H](C3(C)C)C[C@H]1[O:58][B:59]([C@@H:61]([NH2:66])[CH2:62][CH:63]([CH3:65])[CH3:64])O2.C(N(CC)C(C)C)(C)C. The catalyst is CN(C)C=O. The product is [O:8]1[CH2:7][CH2:2][NH:1][CH2:6][CH2:5][O:58][B:59]1[C@@H:61]([NH:66][C:18](=[O:20])[C@@H:17]([NH:21][C:22]([C:24]1[CH:29]=[N:28][CH:27]=[CH:26][N:25]=1)=[O:23])[CH2:16][C:10]1[CH:11]=[CH:12][CH:13]=[CH:14][CH:15]=1)[CH2:62][CH:63]([CH3:65])[CH3:64]. The yield is 0.930. (7) The reactants are Br[C:2]1[CH:3]=[C:4]([S:8]([NH:11][C:12]2[CH:21]=[CH:20][C:15]([C:16]([O:18][CH3:19])=[O:17])=[C:14]([OH:22])[CH:13]=2)(=[O:10])=[O:9])[S:5][C:6]=1[Cl:7].[OH:23][CH2:24][C:25]1[CH:30]=[CH:29][CH:28]=[CH:27][C:26]=1B(O)O. No catalyst specified. The product is [Cl:7][C:6]1[S:5][C:4]([S:8]([NH:11][C:12]2[CH:21]=[CH:20][C:15]([C:16]([O:18][CH3:19])=[O:17])=[C:14]([OH:22])[CH:13]=2)(=[O:10])=[O:9])=[CH:3][C:2]=1[C:26]1[CH:27]=[CH:28][CH:29]=[CH:30][C:25]=1[CH2:24][OH:23]. The yield is 0.520. (8) The reactants are [F:1][C:2]1[CH:7]=[CH:6][C:5]([N:8]2[C:16]3[C:11](=[CH:12][C:13]([S:17][C@H:18]([C:31]4[CH:36]=[CH:35][CH:34]=[CH:33][CH:32]=4)[C@@H:19]([NH:21]S(CC[Si](C)(C)C)(=O)=O)[CH3:20])=[CH:14][CH:15]=3)[CH:10]=[N:9]2)=[CH:4][CH:3]=1.CN(C=O)C. No catalyst specified. The product is [F:1][C:2]1[CH:7]=[CH:6][C:5]([N:8]2[C:16]3[C:11](=[CH:12][C:13]([S:17][C@H:18]([C:31]4[CH:32]=[CH:33][CH:34]=[CH:35][CH:36]=4)[C@@H:19]([NH2:21])[CH3:20])=[CH:14][CH:15]=3)[CH:10]=[N:9]2)=[CH:4][CH:3]=1. The yield is 0.840.